From a dataset of Peptide-MHC class II binding affinity with 134,281 pairs from IEDB. Regression. Given a peptide amino acid sequence and an MHC pseudo amino acid sequence, predict their binding affinity value. This is MHC class II binding data. The peptide sequence is EKKYFSATQFEPLAA. The MHC is HLA-DPA10301-DPB10402 with pseudo-sequence HLA-DPA10301-DPB10402. The binding affinity (normalized) is 0.936.